Predict the reactants needed to synthesize the given product. From a dataset of Full USPTO retrosynthesis dataset with 1.9M reactions from patents (1976-2016). Given the product [NH2:21][C:18]1[CH:17]=[CH:16][C:15]([C:14]([NH:13][CH2:1][CH2:2][CH2:3][CH2:4][CH2:5][CH2:6][CH2:7][CH2:8][CH2:9][CH2:10][CH2:11][CH3:12])=[O:24])=[CH:20][CH:19]=1, predict the reactants needed to synthesize it. The reactants are: [CH2:1]([NH:13][C:14](=[O:24])[C:15]1[CH:20]=[CH:19][C:18]([N+:21]([O-])=O)=[CH:17][CH:16]=1)[CH2:2][CH2:3][CH2:4][CH2:5][CH2:6][CH2:7][CH2:8][CH2:9][CH2:10][CH2:11][CH3:12].[H][H].